Dataset: Reaction yield outcomes from USPTO patents with 853,638 reactions. Task: Predict the reaction yield, written as a fraction of the theoretical maximum amount of product (1.0 means a 100% yield; for example, 0.34 means a 34% yield). The reactants are [CH2:1]([C:3]([C:21]1[CH:26]=[CH:25][C:24]([OH:27])=[C:23]([CH3:28])[CH:22]=1)([C:6]1[CH:11]=[CH:10][C:9]([C:12]#[C:13][CH:14]([OH:19])[C:15]2([CH3:18])[CH2:17][CH2:16]2)=[C:8]([CH3:20])[CH:7]=1)[CH2:4][CH3:5])[CH3:2]. The catalyst is C(OCC)(=O)C.[C].[Pd]. The product is [CH2:1]([C:3]([C:21]1[CH:26]=[CH:25][C:24]([OH:27])=[C:23]([CH3:28])[CH:22]=1)([C:6]1[CH:11]=[CH:10][C:9]([CH2:12][CH2:13][CH:14]([OH:19])[C:15]2([CH3:18])[CH2:17][CH2:16]2)=[C:8]([CH3:20])[CH:7]=1)[CH2:4][CH3:5])[CH3:2]. The yield is 1.00.